This data is from Forward reaction prediction with 1.9M reactions from USPTO patents (1976-2016). The task is: Predict the product of the given reaction. (1) The product is: [CH3:1][N:2]([CH2:33][CH2:34][C:35]([OH:37])=[O:36])[C:3](=[O:32])[C:4]1[CH:9]=[CH:8][C:7]([NH:10][CH:11]([C:16]2[CH:21]=[CH:20][C:19]([C:22]3[CH:23]=[CH:24][C:25]([C:28]([F:29])([F:30])[F:31])=[CH:26][CH:27]=3)=[CH:18][CH:17]=2)[CH2:12][CH:13]([CH3:15])[CH3:14])=[N:6][CH:5]=1. Given the reactants [CH3:1][N:2]([CH2:33][CH2:34][C:35]([O:37]C(C)(C)C)=[O:36])[C:3](=[O:32])[C:4]1[CH:9]=[CH:8][C:7]([NH:10][CH:11]([C:16]2[CH:21]=[CH:20][C:19]([C:22]3[CH:27]=[CH:26][C:25]([C:28]([F:31])([F:30])[F:29])=[CH:24][CH:23]=3)=[CH:18][CH:17]=2)[CH2:12][CH:13]([CH3:15])[CH3:14])=[N:6][CH:5]=1.C(=O)=O.CO.FC(F)(F)C1C=CC(C2N=CC(C=O)=CN=2)=CC=1.C(O)(C(F)(F)F)=O.C(Cl)Cl.[OH-].[Na+], predict the reaction product. (2) Given the reactants [CH2:1]([O:8][C@@H:9]1[C@@H:14]([O:15][CH2:16][C:17]2[CH:22]=[CH:21][CH:20]=[CH:19][CH:18]=2)[C@H:13]([O:23][CH2:24][C:25]2[CH:30]=[CH:29][CH:28]=[CH:27][CH:26]=2)[C@@H:12]([CH2:31][O:32][CH2:33][C:34]2[CH:39]=[CH:38][CH:37]=[CH:36][CH:35]=2)[O:11][C@H:10]1[C:40]1[CH:45]=[CH:44][CH:43]=[C:42]([CH2:46][OH:47])[CH:41]=1)[C:2]1[CH:7]=[CH:6][CH:5]=[CH:4][CH:3]=1, predict the reaction product. The product is: [CH2:1]([O:8][C@@H:9]1[C@@H:14]([O:15][CH2:16][C:17]2[CH:18]=[CH:19][CH:20]=[CH:21][CH:22]=2)[C@H:13]([O:23][CH2:24][C:25]2[CH:30]=[CH:29][CH:28]=[CH:27][CH:26]=2)[C@@H:12]([CH2:31][O:32][CH2:33][C:34]2[CH:35]=[CH:36][CH:37]=[CH:38][CH:39]=2)[O:11][C@H:10]1[C:40]1[CH:41]=[C:42]([CH:43]=[CH:44][CH:45]=1)[CH:46]=[O:47])[C:2]1[CH:7]=[CH:6][CH:5]=[CH:4][CH:3]=1. (3) Given the reactants Br[C:2]1[CH:9]=[CH:8][C:7]([OH:10])=[CH:6][C:3]=1[CH:4]=[O:5].C([O-])(=O)C.[K+].[B:16]1([B:16]2[O:20][C:19]([CH3:22])([CH3:21])[C:18]([CH3:24])([CH3:23])[O:17]2)[O:20][C:19]([CH3:22])([CH3:21])[C:18]([CH3:24])([CH3:23])[O:17]1, predict the reaction product. The product is: [OH:10][C:7]1[CH:8]=[CH:9][C:2]([B:16]2[O:20][C:19]([CH3:22])([CH3:21])[C:18]([CH3:24])([CH3:23])[O:17]2)=[C:3]([CH:6]=1)[CH:4]=[O:5]. (4) Given the reactants [CH2:1]([CH:3]([CH2:16][CH3:17])[CH:4]([C:6]1[CH:11]=[CH:10][C:9]([NH:12][C:13](=[O:15])[CH3:14])=[CH:8][CH:7]=1)O)[CH3:2].C([N:20]1[CH:24]=[CH:23][N:22]=[CH:21]1)([N:20]1[CH:24]=[CH:23][N:22]=[CH:21]1)=O, predict the reaction product. The product is: [CH2:1]([CH:3]([CH2:16][CH3:17])[CH:4]([C:6]1[CH:11]=[CH:10][C:9]([NH:12][C:13](=[O:15])[CH3:14])=[CH:8][CH:7]=1)[N:20]1[CH:24]=[CH:23][N:22]=[CH:21]1)[CH3:2]. (5) Given the reactants [Br:1][C:2]1[N:3]=[C:4](C=O)[S:5][CH:6]=1.[CH3:9][O:10][CH:11](OC)[O:12][CH3:13].CC1C=CC(S(O)(=O)=O)=CC=1, predict the reaction product. The product is: [Br:1][C:2]1[N:3]=[C:4]([CH:11]([O:12][CH3:13])[O:10][CH3:9])[S:5][CH:6]=1. (6) Given the reactants [CH3:1][C:2]1[CH:10]=[C:6]([C:7]([OH:9])=O)[C:5]([OH:11])=[CH:4][CH:3]=1.[CH3:12][O:13][C:14]1[CH:15]=[C:16]2[C:21](=[CH:22][C:23]=1[O:24][CH3:25])[CH2:20][N:19]([CH2:26][CH2:27][CH2:28][CH2:29][NH2:30])[CH2:18][CH2:17]2.C1(N=C=NC2CCCCC2)CCCCC1.O.ON1C2C=CC=CC=2N=N1, predict the reaction product. The product is: [CH3:12][O:13][C:14]1[CH:15]=[C:16]2[C:21](=[CH:22][C:23]=1[O:24][CH3:25])[CH2:20][N:19]([CH2:26][CH2:27][CH2:28][CH2:29][NH:30][C:7](=[O:9])[C:6]1[CH:10]=[C:2]([CH3:1])[CH:3]=[CH:4][C:5]=1[OH:11])[CH2:18][CH2:17]2. (7) Given the reactants [F:1][C:2]([F:18])([F:17])[C:3]1[N:8]=[N:7][C:6]([C:9]2[CH:10]=[C:11]([CH:14]=[CH:15][CH:16]=2)[CH2:12][NH2:13])=[CH:5][CH:4]=1.[F:19][C:20]1[CH:25]=[CH:24][C:23]([S:26]([N:29]([CH2:33][C:34](O)=[O:35])[CH:30]([CH3:32])[CH3:31])(=[O:28])=[O:27])=[CH:22][CH:21]=1.CN(C(ON1N=NC2C=CC=NC1=2)=[N+](C)C)C.F[P-](F)(F)(F)(F)F.C(N(CC)C(C)C)(C)C.OS([O-])(=O)=O.[K+], predict the reaction product. The product is: [F:19][C:20]1[CH:21]=[CH:22][C:23]([S:26]([N:29]([CH:30]([CH3:32])[CH3:31])[CH2:33][C:34]([NH:13][CH2:12][C:11]2[CH:14]=[CH:15][CH:16]=[C:9]([C:6]3[N:7]=[N:8][C:3]([C:2]([F:1])([F:17])[F:18])=[CH:4][CH:5]=3)[CH:10]=2)=[O:35])(=[O:27])=[O:28])=[CH:24][CH:25]=1. (8) The product is: [F:14][C:12]1[CH:11]=[CH:10][C:9]([N+:15]([O-:17])=[O:16])=[C:8]([CH:13]=1)[O:1][C@H:2]1[CH2:6][CH2:5][O:4][CH2:3]1. Given the reactants [OH:1][C@H:2]1[CH2:6][CH2:5][O:4][CH2:3]1.F[C:8]1[CH:13]=[C:12]([F:14])[CH:11]=[CH:10][C:9]=1[N+:15]([O-:17])=[O:16], predict the reaction product. (9) Given the reactants [CH:1]([N:4]1[C:8](=[O:9])[C:7]([CH3:16])([C:10]2[CH:15]=[CH:14][CH:13]=[CH:12][CH:11]=2)[NH:6][C:5]1=[O:17])([CH3:3])[CH3:2].[H-].[Na+].Br[CH2:21][C:22]([O:24][CH3:25])=[O:23].C([O-])(O)=O.[Na+], predict the reaction product. The product is: [CH:1]([N:4]1[C:8](=[O:9])[C:7]([CH3:16])([C:10]2[CH:11]=[CH:12][CH:13]=[CH:14][CH:15]=2)[N:6]([CH2:21][C:22]([O:24][CH3:25])=[O:23])[C:5]1=[O:17])([CH3:3])[CH3:2]. (10) Given the reactants C([OH:3])C.[Br:4][C:5]1[CH:6]=[C:7]([N+:13]([O-])=O)[C:8]([C:11]#[N:12])=[N:9][CH:10]=1.C(OCC)(=O)C, predict the reaction product. The product is: [NH2:13][C:7]1[C:8]([C:11]([NH2:12])=[O:3])=[N:9][CH:10]=[C:5]([Br:4])[CH:6]=1.